This data is from Experimentally validated miRNA-target interactions with 360,000+ pairs, plus equal number of negative samples. The task is: Binary Classification. Given a miRNA mature sequence and a target amino acid sequence, predict their likelihood of interaction. (1) The miRNA is hsa-miR-4446-5p with sequence AUUUCCCUGCCAUUCCCUUGGC. The protein sequence of the target gene is MAKGGEALPQGSPAPVQDPHLIKVTVKTPKDKEDFSVTDTCTIQQLKEEISQRFKAHPDQLVLIFAGKILKDPDSLAQCGVRDGLTVHLVIKRQHRAMGNECPAASVPTQGPSPGSLPQPSSIYPADGPPAFSLGLLTGLSRLGLAYRGFPDQPSSLMRQHVSVPEFVTQLIDDPFIPGLLSNTGLVRQLVLDNPHMQQLIQHNPEIGHILNNPEIMRQTLEFLRNPAMMQEMIRSQDRVLSNLESIPGGYNVLCTMYTDIMDPMLNAVQEQFGGNPFATATTDNATTTTSQPSRMENCD.... Result: 0 (no interaction). (2) The miRNA is hsa-miR-7974 with sequence AGGCUGUGAUGCUCUCCUGAGCCC. The protein sequence of the target gene is MEIEVSVAECKSVPGITSTPHPMDHPSAFYSPPHNGLLTDHHESLDNDVAREIRYLDEVLEANCCDSAVDGTYNGTSSPEPGAVVLVGGLSPPVHEATQPEPTERTASRQAPPHIELSNSSPDPMAEAERTNGHSPSQPRDALGDSLQVPVSPSSTTSSRCSSRDGEFTLTTLKKEAKFELRAFHEDKKPSKLFEDDEHEKEQYCIRKVRPSEEMLELEKERRELIRSQAVKKNPGIAAKWWNPPQEKTIEEQLDEEHLESHKKYKERKERRAQQEQLLLQKQLQQQQQQPPSQLCTAPA.... Result: 1 (interaction).